This data is from Catalyst prediction with 721,799 reactions and 888 catalyst types from USPTO. The task is: Predict which catalyst facilitates the given reaction. (1) Reactant: [CH3:1][Mg]Br.[CH3:4][O:5][C:6]1[CH:11]=[CH:10][C:9]([C:12]([C:14]2[S:30][C:17]3[N:18]([CH2:22][CH2:23][N:24]4[CH2:29][CH2:28][O:27][CH2:26][CH2:25]4)[C:19]([CH3:21])=[CH:20][C:16]=3[CH:15]=2)=[O:13])=[CH:8][CH:7]=1. Product: [CH3:4][O:5][C:6]1[CH:11]=[CH:10][C:9]([C:12]([C:14]2[S:30][C:17]3[N:18]([CH2:22][CH2:23][N:24]4[CH2:29][CH2:28][O:27][CH2:26][CH2:25]4)[C:19]([CH3:21])=[CH:20][C:16]=3[CH:15]=2)([OH:13])[CH3:1])=[CH:8][CH:7]=1. The catalyst class is: 1. (2) Reactant: [O:1]1[CH2:6][CH2:5][O:4][CH2:3][CH:2]1[CH2:7][N:8]1[CH2:14][CH2:13][C:12]2[CH:15]=[C:16]([N+:21]([O-])=O)[C:17]([O:19][CH3:20])=[CH:18][C:11]=2[CH2:10][CH2:9]1. Product: [O:1]1[CH2:6][CH2:5][O:4][CH2:3][CH:2]1[CH2:7][N:8]1[CH2:9][CH2:10][C:11]2[CH:18]=[C:17]([O:19][CH3:20])[C:16]([NH2:21])=[CH:15][C:12]=2[CH2:13][CH2:14]1. The catalyst class is: 256. (3) Reactant: [C:1]([O:5][C:6]([N:8]1[C:16]2[C:11](=[CH:12][CH:13]=[CH:14][CH:15]=2)[C:10]([CH2:17][OH:18])=[CH:9]1)=[O:7])([CH3:4])([CH3:3])[CH3:2].C(N(CC)CC)C.[C:26](Cl)(=[O:42])[CH2:27][CH2:28][CH2:29][CH2:30][CH2:31][CH2:32][CH2:33][CH2:34][CH2:35][CH2:36][CH2:37][CH2:38][CH2:39][CH2:40][CH3:41].C(=O)(O)[O-].[Na+]. Product: [C:1]([O:5][C:6]([N:8]1[C:16]2[C:11](=[CH:12][CH:13]=[CH:14][CH:15]=2)[C:10]([CH2:17][O:18][C:26](=[O:42])[CH2:27][CH2:28][CH2:29][CH2:30][CH2:31][CH2:32][CH2:33][CH2:34][CH2:35][CH2:36][CH2:37][CH2:38][CH2:39][CH2:40][CH3:41])=[CH:9]1)=[O:7])([CH3:4])([CH3:2])[CH3:3]. The catalyst class is: 1.